From a dataset of Reaction yield outcomes from USPTO patents with 853,638 reactions. Predict the reaction yield, written as a fraction of the theoretical maximum amount of product (1.0 means a 100% yield; for example, 0.34 means a 34% yield). The reactants are [F:1][C:2]1[CH:3]=[C:4]([N:17]2[CH2:21][C@H:20]([CH2:22][NH:23][C:24](=O)[CH3:25])[O:19][C:18]2=[O:27])[CH:5]=[CH:6][C:7]=1[CH:8]1[CH2:13][CH2:12][S:11](=[O:15])(=[O:14])[N:10]([CH3:16])[CH2:9]1.COC1C=CC(P2(SP(C3C=CC(OC)=CC=3)(=S)S2)=[S:37])=CC=1. The catalyst is O1CCOCC1. The product is [F:1][C:2]1[CH:3]=[C:4]([N:17]2[CH2:21][C@H:20]([CH2:22][NH:23][C:24](=[S:37])[CH3:25])[O:19][C:18]2=[O:27])[CH:5]=[CH:6][C:7]=1[CH:8]1[CH2:13][CH2:12][S:11](=[O:15])(=[O:14])[N:10]([CH3:16])[CH2:9]1. The yield is 0.850.